This data is from Forward reaction prediction with 1.9M reactions from USPTO patents (1976-2016). The task is: Predict the product of the given reaction. Given the reactants [CH:1]1([CH2:7][C:8]2[N:12]([S:13](=[O:18])(=[O:17])[N:14]([CH3:16])[CH3:15])[C:11]([Si](C(C)(C)C)(C)C)=[N:10][CH:9]=2)[CH2:6][CH2:5][CH2:4][CH2:3][CH2:2]1.CCCC[N+](CCCC)(CCCC)CCCC.[F-].C(OCC)(=O)C.CCCCCC, predict the reaction product. The product is: [CH:1]1([CH2:7][C:8]2[N:12]([S:13](=[O:18])(=[O:17])[N:14]([CH3:15])[CH3:16])[CH:11]=[N:10][CH:9]=2)[CH2:2][CH2:3][CH2:4][CH2:5][CH2:6]1.